This data is from hERG Central: cardiac toxicity at 1µM, 10µM, and general inhibition. The task is: Predict hERG channel inhibition at various concentrations. (1) The molecule is C=CCN(CC=C)C(=O)C1CC(=O)N(c2ccc(Br)cc2)C1. Results: hERG_inhib (hERG inhibition (general)): blocker. (2) The compound is CCN(CC(=O)NCc1cccs1)C(=O)/C=C/c1cccc(Br)c1. Results: hERG_inhib (hERG inhibition (general)): blocker.